Task: Predict the product of the given reaction.. Dataset: Forward reaction prediction with 1.9M reactions from USPTO patents (1976-2016) (1) Given the reactants [F:1][C:2]1[CH:3]=[C:4]([NH:31]C(=O)C)[CH:5]=[CH:6][C:7]=1[O:8][C:9]1[CH:14]=[CH:13][N:12]=[C:11]2[N:15](S(C3C=CC(C)=CC=3)(=O)=O)[CH:16]=[C:17]([CH2:18][CH2:19][OH:20])[C:10]=12.[OH-].[Na+], predict the reaction product. The product is: [NH2:31][C:4]1[CH:5]=[CH:6][C:7]([O:8][C:9]2[CH:14]=[CH:13][N:12]=[C:11]3[NH:15][CH:16]=[C:17]([CH2:18][CH2:19][OH:20])[C:10]=23)=[C:2]([F:1])[CH:3]=1. (2) The product is: [Cl-:30].[CH3:23][C:20]1[N:19]=[CH:18][C:17]([C:13]2[NH:14][C:15]3[CH:16]=[C:8]([NH3+:7])[CH:9]=[C:10]4[C:27](=[O:28])[NH:26][N:25]=[CH:24][C:12]=2[C:11]=34)=[CH:22][CH:21]=1. Given the reactants C(OC(=O)[NH:7][C:8]1[CH:9]=[C:10]2[C:27](=[O:28])[NH:26][N:25]=[CH:24][C:12]3=[C:13]([C:17]4[CH:18]=[N:19][C:20]([CH3:23])=[CH:21][CH:22]=4)[NH:14][C:15]([CH:16]=1)=[C:11]23)(C)(C)C.[ClH:30], predict the reaction product. (3) Given the reactants [F:1][C:2]([F:41])([F:40])[C:3]1[CH:4]=[C:5]([CH:13]([C:35]2[N:36]=[N:37][NH:38][N:39]=2)[N:14]2[C:23]3[C:18](=[CH:19][CH:20]=[C:21]([C:24]([F:27])([F:26])[F:25])[CH:22]=3)[N:17]([C:28]([O:30][CH2:31][CH3:32])=[O:29])[CH:16]([CH2:33][CH3:34])[CH2:15]2)[CH:6]=[C:7]([C:9]([F:12])([F:11])[F:10])[CH:8]=1.C(C1CN[C:51]2[C:46](=CC=[CH:49][CH:50]=2)N1)C.CCN(C(C)C)C(C)C.BrCC(N)=O, predict the reaction product. The product is: [F:41][C:2]([F:1])([F:40])[C:3]1[CH:4]=[C:5]([CH:13]([C:35]2[N:36]=[N:37][N:38]([CH2:49][CH:50]3[CH2:46][CH2:51]3)[N:39]=2)[N:14]2[C:23]3[C:18](=[CH:19][CH:20]=[C:21]([C:24]([F:25])([F:26])[F:27])[CH:22]=3)[N:17]([C:28]([O:30][CH2:31][CH3:32])=[O:29])[CH:16]([CH2:33][CH3:34])[CH2:15]2)[CH:6]=[C:7]([C:9]([F:12])([F:11])[F:10])[CH:8]=1. (4) Given the reactants [C:1]([O:5][C:6]([N:8]1[CH2:13][CH2:12][N+:11]([O-])([CH2:14][CH2:15][N:16]2[C:21]3[N:22]=[C:23](S(C)=O)[N:24]=[CH:25][C:20]=3[CH:19]=[C:18]([C:29]3[CH:34]=[CH:33][C:32]([C:35]4[CH:40]=[CH:39][CH:38]=[C:37]([CH3:41])[N:36]=4)=[CH:31][C:30]=3[Cl:42])[C:17]2=[O:43])[CH2:10][CH2:9]1)=[O:7])([CH3:4])([CH3:3])[CH3:2].[CH2:45]([NH2:47])[CH3:46].B1(B2OC(C)(C)C(C)(C)O2)OC(C)(C)C(C)(C)O1, predict the reaction product. The product is: [Cl:42][C:30]1[CH:31]=[C:32]([C:35]2[CH:40]=[CH:39][CH:38]=[C:37]([CH3:41])[N:36]=2)[CH:33]=[CH:34][C:29]=1[C:18]1[C:17](=[O:43])[N:16]([CH2:15][CH2:14][N:11]2[CH2:12][CH2:13][N:8]([C:6]([O:5][C:1]([CH3:4])([CH3:3])[CH3:2])=[O:7])[CH2:9][CH2:10]2)[C:21]2[N:22]=[C:23]([NH:47][CH2:45][CH3:46])[N:24]=[CH:25][C:20]=2[CH:19]=1. (5) Given the reactants [CH3:1][C:2]1[N:3]=[C:4]([NH2:8])[S:5][C:6]=1[CH3:7].Br[CH2:10][CH2:11][CH2:12][O:13][CH2:14][C:15]1[CH:20]=[CH:19][CH:18]=[CH:17][CH:16]=1.[C:21]12([C:31](O)=[O:32])[CH2:30][CH:25]3[CH2:26][CH:27]([CH2:29][CH:23]([CH2:24]3)[CH2:22]1)[CH2:28]2, predict the reaction product. The product is: [CH2:14]([O:13][CH2:12][CH2:11][CH2:10][N:3]1[C:2]([CH3:1])=[C:6]([CH3:7])[S:5]/[C:4]/1=[N:8]\[C:31]([C:21]12[CH2:30][CH:25]3[CH2:24][CH:23]([CH2:29][CH:27]([CH2:26]3)[CH2:28]1)[CH2:22]2)=[O:32])[C:15]1[CH:20]=[CH:19][CH:18]=[CH:17][CH:16]=1. (6) Given the reactants Cl.[Cl:2][C:3]1[C:4]([F:41])=[C:5]([C@@H:9]2[C@:13]([C:16]3[CH:21]=[CH:20][C:19]([Cl:22])=[CH:18][C:17]=3[F:23])([C:14]#[N:15])[C@H:12]([CH2:24][C:25]([CH3:28])([CH3:27])[CH3:26])[NH:11][C@H:10]2[C:29]([N:31]2[CH2:36][CH2:35][CH:34]([CH2:37][C:38]([OH:40])=O)[CH2:33][CH2:32]2)=[O:30])[CH:6]=[CH:7][CH:8]=1.CN(C(ON1N=NC2C=CC=NC1=2)=[N+](C)C)C.F[P-](F)(F)(F)(F)F.CCN(C(C)C)C(C)C.[OH:75][CH:76]([CH3:79])[CH2:77][NH2:78], predict the reaction product. The product is: [Cl:2][C:3]1[C:4]([F:41])=[C:5]([C@@H:9]2[C@:13]([C:16]3[CH:21]=[CH:20][C:19]([Cl:22])=[CH:18][C:17]=3[F:23])([C:14]#[N:15])[C@H:12]([CH2:24][C:25]([CH3:26])([CH3:28])[CH3:27])[NH:11][C@H:10]2[C:29]([N:31]2[CH2:36][CH2:35][CH:34]([CH2:37][C:38]([NH:78][CH2:77][CH:76]([OH:75])[CH3:79])=[O:40])[CH2:33][CH2:32]2)=[O:30])[CH:6]=[CH:7][CH:8]=1. (7) Given the reactants C1N=CN([C:6](N2C=NC=C2)=[O:7])C=1.[C:13]1([CH2:19][S:20]([NH2:23])(=[O:22])=[O:21])[CH:18]=[CH:17][CH:16]=[CH:15][CH:14]=1.Cl.Cl.[C:26]([C:28]1[C:29]([N:40]2[CH2:45][CH2:44][NH:43][CH2:42][CH2:41]2)=[N:30][C:31]([CH3:39])=[C:32]([CH:38]=1)[C:33]([O:35][CH2:36][CH3:37])=[O:34])#[N:27].CCN(C(C)C)C(C)C, predict the reaction product. The product is: [CH2:19]([S:20]([NH:23][C:6]([N:43]1[CH2:44][CH2:45][N:40]([C:29]2[C:28]([C:26]#[N:27])=[CH:38][C:32]([C:33]([O:35][CH2:36][CH3:37])=[O:34])=[C:31]([CH3:39])[N:30]=2)[CH2:41][CH2:42]1)=[O:7])(=[O:21])=[O:22])[C:13]1[CH:14]=[CH:15][CH:16]=[CH:17][CH:18]=1. (8) Given the reactants Cl[C:2]1[C:7]([C:8]#[C:9][C@H:10]([OH:12])[CH3:11])=[CH:6][N:5]=[C:4]2[CH:13]=[CH:14][S:15][C:3]=12.Cl.[NH2:17][C@H:18]1[CH2:23][CH2:22][C@H:21]([CH2:24][C:25]#[N:26])[CH2:20][CH2:19]1.C(=O)([O-])[O-].[Cs+].[Cs+].CC1(C)C2C=CC=C(P(C3C=CC=CC=3)C3C=CC=CC=3)C=2OC2C1=CC=CC=2P(C1C=CC=CC=1)C1C=CC=CC=1, predict the reaction product. The product is: [OH:12][C@@H:10]([C:9]1[N:17]([C@H:18]2[CH2:23][CH2:22][C@H:21]([CH2:24][C:25]#[N:26])[CH2:20][CH2:19]2)[C:2]2=[C:3]3[S:15][CH:14]=[CH:13][C:4]3=[N:5][CH:6]=[C:7]2[CH:8]=1)[CH3:11]. (9) Given the reactants [OH:1][C:2]1[CH:7]=[CH:6][C:5]([CH2:8][CH2:9][CH2:10][O:11][C:12]2[CH:21]=[CH:20][C:15]([C:16]([O:18][CH3:19])=[O:17])=[CH:14][C:13]=2[C:22]([NH:24][CH:25]2[CH2:30][CH2:29][CH2:28][CH:27]([C:31]([O:33][CH3:34])=[O:32])[CH2:26]2)=[O:23])=[CH:4][CH:3]=1.Cl[CH2:36][C:37]1[CH:42]=[CH:41][C:40]([O:43][CH2:44][CH:45]([CH3:47])[CH3:46])=[CH:39][CH:38]=1, predict the reaction product. The product is: [CH2:44]([O:43][C:40]1[CH:39]=[CH:38][C:37]([CH2:36][O:1][C:2]2[CH:7]=[CH:6][C:5]([CH2:8][CH2:9][CH2:10][O:11][C:12]3[CH:21]=[CH:20][C:15]([C:16]([O:18][CH3:19])=[O:17])=[CH:14][C:13]=3[C:22]([NH:24][CH:25]3[CH2:30][CH2:29][CH2:28][CH:27]([C:31]([O:33][CH3:34])=[O:32])[CH2:26]3)=[O:23])=[CH:4][CH:3]=2)=[CH:42][CH:41]=1)[CH:45]([CH3:47])[CH3:46].